This data is from Catalyst prediction with 721,799 reactions and 888 catalyst types from USPTO. The task is: Predict which catalyst facilitates the given reaction. (1) Reactant: [C:1]([O:5][C:6]([NH:8][C:9]1[CH:14]=[CH:13][C:12]([CH2:15][C:16]([OH:18])=O)=[CH:11][CH:10]=1)=[O:7])([CH3:4])([CH3:3])[CH3:2].[NH2:19][C:20]1[C:21](=[O:30])[N:22]([CH3:29])[C:23](=[O:28])[N:24]([CH3:27])[C:25]=1[NH2:26].Cl.CN(C)CCCN=C=NCC. Product: [C:1]([O:5][C:6](=[O:7])[NH:8][C:9]1[CH:10]=[CH:11][C:12]([CH2:15][C:16](=[O:18])[NH:19][C:20]2[C:21](=[O:30])[N:22]([CH3:29])[C:23](=[O:28])[N:24]([CH3:27])[C:25]=2[NH2:26])=[CH:13][CH:14]=1)([CH3:2])([CH3:3])[CH3:4]. The catalyst class is: 546. (2) Reactant: [CH3:1][N:2]1[CH2:7][CH2:6][C:5](=[C:8]([CH3:14])[C:9]([O:11][CH2:12][CH3:13])=[O:10])[CH2:4][CH2:3]1.[H-].[Al+3].[Li+].[H-].[H-].[H-]. The catalyst class is: 1. Product: [CH3:1][N:2]1[CH2:3][CH:4]=[C:5]([CH:8]([CH3:14])[C:9]([O:11][CH2:12][CH3:13])=[O:10])[CH2:6][CH2:7]1. (3) Reactant: O[CH:2]([C:4]1[CH:8]=[N:7][N:6]([CH2:9][C@@H:10]2[C@H:13]([NH:14][C:15](=[O:24])[O:16][CH2:17][C:18]3[CH:23]=[CH:22][CH:21]=[CH:20][CH:19]=3)[C:12](=[O:25])[NH:11]2)[N:5]=1)[CH3:3].[C:26]([O:30][C:31](/[N:33]=[C:34](\[NH:40][C:41](=[O:47])[O:42][C:43]([CH3:46])([CH3:45])[CH3:44])/[N:35]1[CH:39]=[CH:38][CH:37]=[N:36]1)=[O:32])([CH3:29])([CH3:28])[CH3:27].C1(P(C2C=CC=CC=2)C2C=CC=CC=2)C=CC=CC=1.CC(OC(/N=N/C(OC(C)C)=O)=O)C. Product: [CH2:17]([O:16][C:15]([NH:14][C@@H:13]1[C:12](=[O:25])[NH:11][C@@H:10]1[CH2:9][N:6]1[N:5]=[C:4]([CH:2]([N:40](/[C:34](=[N:33]/[C:31]([O:30][C:26]([CH3:29])([CH3:28])[CH3:27])=[O:32])/[N:35]2[CH:39]=[CH:38][CH:37]=[N:36]2)[C:41](=[O:47])[O:42][C:43]([CH3:46])([CH3:45])[CH3:44])[CH3:3])[CH:8]=[N:7]1)=[O:24])[C:18]1[CH:23]=[CH:22][CH:21]=[CH:20][CH:19]=1. The catalyst class is: 1. (4) Reactant: Cl[C:2]1[C:11]([N+:12]([O-])=O)=[CH:10][C:5]([C:6]([O:8][CH3:9])=[O:7])=[CH:4][N:3]=1.[SH2:15].[Na]. Product: [NH2:12][C:11]1[C:2]([SH:15])=[N:3][CH:4]=[C:5]([CH:10]=1)[C:6]([O:8][CH3:9])=[O:7]. The catalyst class is: 5. (5) Reactant: O([C:3](C)(C)[CH3:4])[K].[N+:7]([CH2:9][C:10]([O:12]C)=O)#[C-:8].[CH3:14][C:15]([CH3:22])([C:18]([CH3:21])([CH3:20])[CH3:19])[CH:16]=O.CC[O:25]CC.[OH2:28]. Product: [CH2:3]([O:28][C:10](=[O:12])[C:9]([NH:7][CH:8]=[O:25])=[CH:14][C:15]([CH3:22])([CH3:16])[C:18]([CH3:21])([CH3:20])[CH3:19])[CH3:4]. The catalyst class is: 52.